This data is from Forward reaction prediction with 1.9M reactions from USPTO patents (1976-2016). The task is: Predict the product of the given reaction. (1) Given the reactants [CH2:1]([C:4]1[CH:8]=[C:7]([C:9]([O:11][CH2:12][CH3:13])=[O:10])[NH:6][N:5]=1)[CH2:2][CH3:3].[C:14]([O:18][C:19]([C:21]1[C:22]([C:27]2[CH:32]=[CH:31][C:30]([CH2:33]Br)=[C:29]([F:35])[CH:28]=2)=[CH:23][CH:24]=[CH:25][CH:26]=1)=[O:20])([CH3:17])([CH3:16])[CH3:15].C(=O)([O-])[O-].[K+].[K+], predict the reaction product. The product is: [CH2:12]([O:11][C:9]([C:7]1[CH:8]=[C:4]([CH2:1][CH2:2][CH3:3])[N:5]([CH2:33][C:30]2[CH:31]=[CH:32][C:27]([C:22]3[CH:23]=[CH:24][CH:25]=[CH:26][C:21]=3[C:19]([O:18][C:14]([CH3:16])([CH3:15])[CH3:17])=[O:20])=[CH:28][C:29]=2[F:35])[N:6]=1)=[O:10])[CH3:13]. (2) Given the reactants CS(O[CH2:6][C:7]1[CH:16]=[CH:15][C:10]2[N:11]=[C:12]([Br:14])[S:13][C:9]=2[CH:8]=1)(=O)=O.[CH3:17][O:18][C:19]1[C:27]([O:28][CH3:29])=[CH:26][C:22]2[NH:23][CH:24]=[N:25][C:21]=2[CH:20]=1, predict the reaction product. The product is: [Br:14][C:12]1[S:13][C:9]2[CH:8]=[C:7]([CH2:6][N:23]3[C:22]4[CH:26]=[C:27]([O:28][CH3:29])[C:19]([O:18][CH3:17])=[CH:20][C:21]=4[N:25]=[CH:24]3)[CH:16]=[CH:15][C:10]=2[N:11]=1. (3) Given the reactants [F:1][C:2]1[CH:7]=[C:6]([OH:8])[CH:5]=[C:4]([F:9])[C:3]=1[C:10]1[N:15]=[C:14]([C:16]([O:18][CH3:19])=[O:17])[CH:13]=[CH:12][C:11]=1[F:20].C(=O)([O-])[O-].[K+].[K+].Br[CH2:28][CH2:29][O:30][Si:31]([C:34]([CH3:37])([CH3:36])[CH3:35])([CH3:33])[CH3:32], predict the reaction product. The product is: [Si:31]([O:30][CH2:29][CH2:28][O:8][C:6]1[CH:5]=[C:4]([F:9])[C:3]([C:10]2[N:15]=[C:14]([C:16]([O:18][CH3:19])=[O:17])[CH:13]=[CH:12][C:11]=2[F:20])=[C:2]([F:1])[CH:7]=1)([C:34]([CH3:37])([CH3:36])[CH3:35])([CH3:33])[CH3:32]. (4) Given the reactants [CH3:1][O:2][C:3]1[CH:37]=[CH:36][C:6]([CH2:7][N:8]2[C:13]3[N:14]=[CH:15][C:16]([CH2:18][N:19]4[CH2:24][CH2:23][N:22](C(OC(C)(C)C)=O)[CH2:21][CH2:20]4)=[CH:17][C:12]=3[C:11]3=[N:32][CH:33]=[N:34][N:10]3[C:9]2=[O:35])=[CH:5][CH:4]=1.BrC1C=NC2N(CC3C=CC(OC)=CC=3)C(=O)N3N=CN=C3C=2C=1.C(OC(N1CCN(C[B-](F)(F)F)CC1)=O)(C)(C)C.[K+].C1(P(C2CCCCC2)C2C=CC=CC=2C2C(C(C)C)=CC(C(C)C)=CC=2C(C)C)CCCCC1.C([O-])([O-])=O.[Cs+].[Cs+], predict the reaction product. The product is: [CH3:1][O:2][C:3]1[CH:4]=[CH:5][C:6]([CH2:7][N:8]2[C:13]3[N:14]=[CH:15][C:16]([CH2:18][N:19]4[CH2:24][CH2:23][NH:22][CH2:21][CH2:20]4)=[CH:17][C:12]=3[C:11]3=[N:32][CH:33]=[N:34][N:10]3[C:9]2=[O:35])=[CH:36][CH:37]=1.